This data is from Peptide-MHC class II binding affinity with 134,281 pairs from IEDB. The task is: Regression. Given a peptide amino acid sequence and an MHC pseudo amino acid sequence, predict their binding affinity value. This is MHC class II binding data. (1) The peptide sequence is ASTNDDEVLIEVNPP. The MHC is DRB1_1301 with pseudo-sequence DRB1_1301. The binding affinity (normalized) is 0.219. (2) The peptide sequence is TLTYRMLEPTRVVNW. The MHC is DRB1_0801 with pseudo-sequence DRB1_0801. The binding affinity (normalized) is 0.648.